From a dataset of Full USPTO retrosynthesis dataset with 1.9M reactions from patents (1976-2016). Predict the reactants needed to synthesize the given product. (1) Given the product [CH:1]([N:4]1[CH:8]=[CH:7][C:6]([C:9]([O:11][CH3:17])=[O:10])=[N:5]1)([CH3:3])[CH3:2], predict the reactants needed to synthesize it. The reactants are: [CH:1]([N:4]1[CH:8]=[CH:7][C:6]([C:9]([OH:11])=[O:10])=[N:5]1)([CH3:3])[CH3:2].S(=O)(=O)(O)O.[CH3:17]O. (2) Given the product [N:1]1[CH:6]=[CH:5][CH:4]=[C:3]([N:7]2[CH:16]=[C:10]3[C:11](=[O:15])[N:12]([C:18]4[CH:23]=[CH:22][C:21]([C:24]([F:27])([F:26])[F:25])=[CH:20][N:19]=4)[CH2:13][CH2:14][C:9]3=[N:8]2)[CH:2]=1, predict the reactants needed to synthesize it. The reactants are: [N:1]1[CH:6]=[CH:5][CH:4]=[C:3]([N:7]2[CH:16]=[C:10]3[C:11](=[O:15])[NH:12][CH2:13][CH2:14][C:9]3=[N:8]2)[CH:2]=1.Br[C:18]1[CH:23]=[CH:22][C:21]([C:24]([F:27])([F:26])[F:25])=[CH:20][N:19]=1.C(=O)([O-])[O-].[Cs+].[Cs+]. (3) Given the product [CH2:1]([O:8][C:9]1[CH:10]=[C:11]([C:12]2[CH2:22][C:21]([CH3:23])([C:20]([O:25][CH3:26])=[O:24])[O:14][N:13]=2)[CH:15]=[CH:16][C:17]=1[O:18][CH3:19])[C:2]1[CH:7]=[CH:6][CH:5]=[CH:4][CH:3]=1, predict the reactants needed to synthesize it. The reactants are: [CH2:1]([O:8][C:9]1[CH:10]=[C:11]([CH:15]=[CH:16][C:17]=1[O:18][CH3:19])[CH:12]=[N:13][OH:14])[C:2]1[CH:7]=[CH:6][CH:5]=[CH:4][CH:3]=1.[C:20]([O:25][CH3:26])(=[O:24])[C:21]([CH3:23])=[CH2:22].Cl[O-].[Na+]. (4) Given the product [F:15][C:16]1[N:21]=[CH:20][C:19]([NH:22][C:1](=[O:8])[O:2][CH2:3][C:4]([Cl:7])([Cl:6])[Cl:5])=[CH:18][CH:17]=1, predict the reactants needed to synthesize it. The reactants are: [C:1](Cl)(=[O:8])[O:2][CH2:3][C:4]([Cl:7])([Cl:6])[Cl:5].C1COCC1.[F:15][C:16]1[N:21]=[CH:20][C:19]([NH2:22])=[CH:18][CH:17]=1.C(N(CC)CC)C. (5) Given the product [Cl:30][C:31]1[CH:32]=[C:33]([CH:43]=[CH:44][C:45]=1[CH:46]([CH3:56])[C:47]([OH:48])([C:49]1[CH:54]=[CH:53][N:52]=[C:51]([CH3:55])[CH:50]=1)[C:2]([F:4])([F:3])[F:1])[O:34][C:35]1[CH:42]=[CH:41][C:38]([C:39]#[N:40])=[CH:37][CH:36]=1, predict the reactants needed to synthesize it. The reactants are: [F:1][C:2]([Si](C)(C)C)([F:4])[F:3].O.O.O.[F-].C([N+](CCCC)(CCCC)CCCC)CCC.[Cl:30][C:31]1[CH:32]=[C:33]([CH:43]=[CH:44][C:45]=1[CH:46]([CH3:56])[C:47]([C:49]1[CH:54]=[CH:53][N:52]=[C:51]([CH3:55])[CH:50]=1)=[O:48])[O:34][C:35]1[CH:42]=[CH:41][C:38]([C:39]#[N:40])=[CH:37][CH:36]=1. (6) The reactants are: [CH2:1]([O:8][C:9]1[CH:14]=[CH:13][C:12]([S:15]([NH:18][C@@H:19]2[CH2:24][CH2:23][N:22]([C:25]([O:27][C:28]([CH3:31])([CH3:30])[CH3:29])=[O:26])[CH2:21][C@:20]2([CH3:36])[C:32](OC)=[O:33])(=[O:17])=[O:16])=[CH:11][CH:10]=1)[C:2]1[CH:7]=[CH:6][CH:5]=[CH:4][CH:3]=1.[OH-].[Na+].F[P-](F)(F)(F)(F)F.N1(O[P+](N(C)C)(N(C)C)N(C)C)C2C=CC=CC=2N=N1.Cl.[C:67]([O:71][NH2:72])([CH3:70])([CH3:69])[CH3:68]. Given the product [CH2:1]([O:8][C:9]1[CH:14]=[CH:13][C:12]([S:15]([NH:18][C@@H:19]2[CH2:24][CH2:23][N:22]([C:25]([O:27][C:28]([CH3:31])([CH3:29])[CH3:30])=[O:26])[CH2:21][C@@:20]2([C:32](=[O:33])[NH:72][O:71][C:67]([CH3:70])([CH3:69])[CH3:68])[CH3:36])(=[O:17])=[O:16])=[CH:11][CH:10]=1)[C:2]1[CH:3]=[CH:4][CH:5]=[CH:6][CH:7]=1, predict the reactants needed to synthesize it. (7) Given the product [C:26]([C:30]1[CH:35]=[CH:34][C:33]([C:2]2[N:7]=[C:6]([NH:8][CH2:9][CH2:10][NH:11][C:12]3[N:17]=[C:16]([NH2:18])[C:15]([N+:19]([O-:21])=[O:20])=[CH:14][CH:13]=3)[N:5]3[CH:22]=[C:23]([CH3:25])[N:24]=[C:4]3[CH:3]=2)=[CH:32][CH:31]=1)([CH3:29])([CH3:28])[CH3:27], predict the reactants needed to synthesize it. The reactants are: Cl[C:2]1[N:7]=[C:6]([NH:8][CH2:9][CH2:10][NH:11][C:12]2[N:17]=[C:16]([NH2:18])[C:15]([N+:19]([O-:21])=[O:20])=[CH:14][CH:13]=2)[N:5]2[CH:22]=[C:23]([CH3:25])[N:24]=[C:4]2[CH:3]=1.[C:26]([C:30]1[CH:35]=[CH:34][C:33](B(O)O)=[CH:32][CH:31]=1)([CH3:29])([CH3:28])[CH3:27].